Dataset: Peptide-MHC class II binding affinity with 134,281 pairs from IEDB. Task: Regression. Given a peptide amino acid sequence and an MHC pseudo amino acid sequence, predict their binding affinity value. This is MHC class II binding data. (1) The peptide sequence is AVQVTFTVQKGSDPK. The MHC is DRB1_0401 with pseudo-sequence DRB1_0401. The binding affinity (normalized) is 0.368. (2) The MHC is DRB1_1201 with pseudo-sequence DRB1_1201. The peptide sequence is GQNYTYKWETFLTRE. The binding affinity (normalized) is 0.0287. (3) The peptide sequence is GVEGIGLQYLGYVIRK. The MHC is DRB1_0801 with pseudo-sequence DRB1_0801. The binding affinity (normalized) is 0.539.